This data is from Full USPTO retrosynthesis dataset with 1.9M reactions from patents (1976-2016). The task is: Predict the reactants needed to synthesize the given product. (1) Given the product [CH2:21]([O:23][C:24]([CH:12]1[C:20]2[C:15](=[CH:16][CH:17]=[CH:18][CH:19]=2)[CH2:14][O:13]1)=[O:25])[CH3:22], predict the reactants needed to synthesize it. The reactants are: [Li]CCCC.C1CCCCC1.[CH2:12]1[C:20]2[C:15](=[CH:16][CH:17]=[CH:18][CH:19]=2)[CH2:14][O:13]1.[CH2:21]([O:23][C:24](Cl)=[O:25])[CH3:22]. (2) Given the product [O:1]=[C:2]1[NH:11][C:10]2[C:5](=[CH:6][C:7]([C:12]([OH:14])=[O:13])=[CH:8][CH:9]=2)[N:4]2[CH:16]=[CH:17][CH:18]=[C:3]12, predict the reactants needed to synthesize it. The reactants are: [O:1]=[C:2]1[NH:11][C:10]2[C:5](=[CH:6][C:7]([C:12]([O:14]C)=[O:13])=[CH:8][CH:9]=2)[N:4]2[CH:16]=[CH:17][CH:18]=[C:3]12.[Li+].[OH-]. (3) Given the product [C:5]1([CH:4]([C:11]2[CH:16]=[CH:15][CH:14]=[CH:13][CH:12]=2)[CH2:3][CH2:2][NH:17][CH2:18][CH2:19][CH:20]2[CH2:21][CH2:22][N:23]([C:26]([O:28][C:29]([CH3:32])([CH3:31])[CH3:30])=[O:27])[CH2:24][CH2:25]2)[CH:10]=[CH:9][CH:8]=[CH:7][CH:6]=1, predict the reactants needed to synthesize it. The reactants are: Br[CH2:2][CH2:3][CH:4]([C:11]1[CH:16]=[CH:15][CH:14]=[CH:13][CH:12]=1)[C:5]1[CH:10]=[CH:9][CH:8]=[CH:7][CH:6]=1.[NH2:17][CH2:18][CH2:19][CH:20]1[CH2:25][CH2:24][N:23]([C:26]([O:28][C:29]([CH3:32])([CH3:31])[CH3:30])=[O:27])[CH2:22][CH2:21]1.C(=O)([O-])[O-].[K+].[K+]. (4) Given the product [OH:8][CH2:9][C:10]1[CH:11]=[C:12]([CH2:16][C:17]([NH:19][CH2:20][C:21]2[C:22]([N:31]3[CH2:36][CH2:35][CH:34]([CH3:37])[CH2:33][CH2:32]3)=[N:23][C:24]([C:27]([F:29])([F:30])[F:28])=[CH:25][CH:26]=2)=[O:18])[CH:13]=[N:14][CH:15]=1, predict the reactants needed to synthesize it. The reactants are: [Si]([O:8][CH2:9][C:10]1[CH:11]=[C:12]([CH2:16][C:17]([NH:19][CH2:20][C:21]2[C:22]([N:31]3[CH2:36][CH2:35][CH:34]([CH3:37])[CH2:33][CH2:32]3)=[N:23][C:24]([C:27]([F:30])([F:29])[F:28])=[CH:25][CH:26]=2)=[O:18])[CH:13]=[N:14][CH:15]=1)(C(C)(C)C)(C)C.[F-].C([N+](CCCC)(CCCC)CCCC)CCC. (5) Given the product [CH:32]1([CH2:31][CH2:30][O:29][C:16]2[CH:15]=[C:14]([S:13][C:10]3[CH:11]=[CH:12][C:7]([O:6][CH2:5][C:4]([OH:39])=[O:3])=[C:8]([CH3:38])[CH:9]=3)[CH:19]=[C:18]([C:20]#[C:21][CH2:22][N:23]3[CH2:24][CH2:25][O:26][CH2:27][CH2:28]3)[CH:17]=2)[CH2:37][CH2:36][CH2:35][CH2:34][CH2:33]1, predict the reactants needed to synthesize it. The reactants are: C([O:3][C:4](=[O:39])[CH2:5][O:6][C:7]1[CH:12]=[CH:11][C:10]([S:13][C:14]2[CH:19]=[C:18]([C:20]#[C:21][CH2:22][N:23]3[CH2:28][CH2:27][O:26][CH2:25][CH2:24]3)[CH:17]=[C:16]([O:29][CH2:30][CH2:31][CH:32]3[CH2:37][CH2:36][CH2:35][CH2:34][CH2:33]3)[CH:15]=2)=[CH:9][C:8]=1[CH3:38])C.[OH-].[Na+].Cl. (6) The reactants are: [Cl:1][C:2]1[CH:3]=[C:4]([C:9]2[N:10]=[C:11]3[CH:16]=[C:15]([CH3:17])[CH:14]=[CH:13][N:12]3[C:18]=2[CH2:19][C:20]([OH:22])=O)[CH:5]=[CH:6][C:7]=1[Cl:8].[N:23]1[CH:28]=[CH:27][CH:26]=[C:25]([CH2:29][NH:30][CH2:31][CH3:32])[CH:24]=1. Given the product [ClH:1].[CH2:31]([N:30]([CH2:29][C:25]1[CH:24]=[N:23][CH:28]=[CH:27][CH:26]=1)[C:20](=[O:22])[CH2:19][C:18]1[N:12]2[CH:13]=[CH:14][C:15]([CH3:17])=[CH:16][C:11]2=[N:10][C:9]=1[C:4]1[CH:5]=[CH:6][C:7]([Cl:8])=[C:2]([Cl:1])[CH:3]=1)[CH3:32], predict the reactants needed to synthesize it. (7) Given the product [CH3:1][O:8][C:9]([CH:10]1[CH2:15][CH2:14][CH:13]([CH2:16][OH:17])[CH2:12][CH2:11]1)=[O:19].[CH2:1]([O:8][CH2:9][CH:10]1[CH2:15][CH2:14][CH:13]([CH:16]=[O:17])[CH2:12][CH2:11]1)[C:2]1[CH:7]=[CH:6][CH:5]=[CH:4][CH:3]=1, predict the reactants needed to synthesize it. The reactants are: [CH2:1]([O:8][CH2:9][CH:10]1[CH2:15][CH2:14][CH:13]([CH2:16][OH:17])[CH2:12][CH2:11]1)[C:2]1[CH:7]=[CH:6][CH:5]=[CH:4][CH:3]=1.C([O-])(O)=[O:19].[Na+].